This data is from Peptide-MHC class II binding affinity with 134,281 pairs from IEDB. The task is: Regression. Given a peptide amino acid sequence and an MHC pseudo amino acid sequence, predict their binding affinity value. This is MHC class II binding data. (1) The peptide sequence is GFFTSVGKGIHTVFG. The MHC is DRB1_0802 with pseudo-sequence DRB1_0802. The binding affinity (normalized) is 0.121. (2) The MHC is HLA-DQA10301-DQB10302 with pseudo-sequence HLA-DQA10301-DQB10302. The binding affinity (normalized) is 0.157. The peptide sequence is MGKATTEEQKLIEDV. (3) The peptide sequence is MAVHQYTVALFLAVA. The MHC is DRB1_0301 with pseudo-sequence DRB1_0301. The binding affinity (normalized) is 0.112. (4) The peptide sequence is RGKVVLIDFWAYPCI. The MHC is DRB1_1001 with pseudo-sequence DRB1_1001. The binding affinity (normalized) is 0.554. (5) The peptide sequence is NLCCSQWGWCGSTDE. The MHC is DRB1_0401 with pseudo-sequence DRB1_0401. The binding affinity (normalized) is 0.119.